This data is from Peptide-MHC class I binding affinity with 185,985 pairs from IEDB/IMGT. The task is: Regression. Given a peptide amino acid sequence and an MHC pseudo amino acid sequence, predict their binding affinity value. This is MHC class I binding data. (1) The MHC is HLA-A29:02 with pseudo-sequence HLA-A29:02. The peptide sequence is KLLKSWVSK. The binding affinity (normalized) is 0.0847. (2) The peptide sequence is FYALRGLSL. The MHC is H-2-Kd with pseudo-sequence H-2-Kd. The binding affinity (normalized) is 0.747. (3) The peptide sequence is MVFQNYALY. The MHC is HLA-A23:01 with pseudo-sequence HLA-A23:01. The binding affinity (normalized) is 0.0847. (4) The peptide sequence is FPQHVITKDV. The MHC is HLA-B54:01 with pseudo-sequence HLA-B54:01. The binding affinity (normalized) is 1.00. (5) The binding affinity (normalized) is 0. The MHC is HLA-A24:02 with pseudo-sequence HLA-A24:02. The peptide sequence is LGYCMIRWL. (6) The peptide sequence is MEMRRCLLQSL. The MHC is HLA-B40:02 with pseudo-sequence HLA-B40:02. The binding affinity (normalized) is 0.740.